From a dataset of Forward reaction prediction with 1.9M reactions from USPTO patents (1976-2016). Predict the product of the given reaction. (1) Given the reactants FC(F)(F)C(O)=O.[NH2:8][CH2:9][C:10]([NH:12][C:13]1[CH:18]=[CH:17][C:16]([C:19]#[N:20])=[CH:15][C:14]=1[O:21][CH3:22])=[O:11].C(N(CC)CC)C.[CH3:30][C:31]([CH3:36])([CH3:35])[CH2:32][CH:33]=O, predict the reaction product. The product is: [C:19]([C:16]1[CH:17]=[CH:18][C:13]([NH:12][C:10](=[O:11])[CH2:9]/[N:8]=[CH:33]/[CH2:32][C:31]([CH3:36])([CH3:35])[CH3:30])=[C:14]([O:21][CH3:22])[CH:15]=1)#[N:20]. (2) Given the reactants [CH:1]1([CH:10]2[CH2:18][CH2:17][CH2:16][CH2:15][CH2:14][CH2:13]CC2)[BH:9]CCCCCCC1.[C:19]([NH2:23])(=[O:22])[C:20]#[CH:21].[CH3:24][O:25][CH2:26][C:27]([OH:29])=[O:28], predict the reaction product. The product is: [C:19]([NH2:23])(=[O:22])[C:20]#[CH:21].[CH3:24][O:25][CH2:26][C:27]([OH:29])=[O:28].[BH:9]1[CH:1]2[CH2:10][CH2:18][CH2:17][CH:16]1[CH2:15][CH2:14][CH2:13]2. (3) Given the reactants [C:1]1([CH3:13])[CH:6]=[C:5]([CH3:7])[CH:4]=[C:3]([CH3:8])[C:2]=1[S:9](Cl)(=[O:11])=[O:10].[CH3:14][C:15]1[CH:20]=[CH:19][C:18]([CH3:21])=[CH:17][C:16]=1[CH3:22].[Al+3].[Cl-].[Cl-].[Cl-].Cl, predict the reaction product. The product is: [CH3:13][C:1]1[CH:6]=[C:5]([CH3:7])[CH:4]=[C:3]([CH3:8])[C:2]=1[S:9]([C:19]1[CH:20]=[C:15]([CH3:14])[C:16]([CH3:22])=[CH:17][C:18]=1[CH3:21])(=[O:11])=[O:10]. (4) Given the reactants [CH3:1][C@:2]1([OH:9])[CH2:8][C:6](=[O:7])[O:5][CH2:4][CH2:3]1.[CH2:10]([NH2:17])[CH2:11][CH2:12][CH2:13][CH2:14][CH2:15][NH2:16], predict the reaction product. The product is: [CH2:10]([NH:17][C:4](=[O:5])[CH2:3][C:2]([OH:9])([CH3:1])[CH2:8][CH2:6][OH:7])[CH2:11][CH2:12][CH2:13][CH2:14][CH2:15][NH:16][C:6](=[O:7])[CH2:8][C:2]([CH3:1])([OH:9])[CH2:3][CH2:4][OH:5]. (5) Given the reactants [C:1]1([C:7]2[S:8][CH:9]=[C:10]([CH2:12][OH:13])[N:11]=2)[CH:6]=[CH:5][CH:4]=[CH:3][CH:2]=1, predict the reaction product. The product is: [C:1]1([C:7]2[S:8][CH:9]=[C:10]([CH:12]=[O:13])[N:11]=2)[CH:2]=[CH:3][CH:4]=[CH:5][CH:6]=1. (6) Given the reactants C([O:3][C:4](=O)[CH2:5][NH:6][C:7]1[C:12]([N+:13]([O-])=O)=[CH:11][C:10]([I:16])=[CH:9][N:8]=1)C, predict the reaction product. The product is: [I:16][C:10]1[CH:9]=[N:8][C:7]2[NH:6][CH2:5][C:4](=[O:3])[NH:13][C:12]=2[CH:11]=1. (7) Given the reactants C(OC(=O)N(CC)CC1C=NC=C(C2C=C3C(=CC=2)N(C2CCCCO2)N=C3C=O)C=1C)(C)(C)C.CCC(=O)C(=O)CC.C([O-])(=O)C.[NH4+].[C:49]([O:53][C:54](=[O:90])[N:55]([CH2:88][CH3:89])[CH2:56][C:57]1[CH:58]=[N:59][CH:60]=[C:61]([C:64]2[CH:65]=[C:66]3[C:70](=[CH:71][CH:72]=2)[N:69]([CH:73]2[CH2:78][CH2:77][CH2:76][CH2:75][O:74]2)[N:68]=[C:67]3[C:79]2[NH:83][C:82]3[CH2:84][CH2:85][CH2:86][CH2:87][C:81]=3[N:80]=2)[C:62]=1[CH3:63])([CH3:52])([CH3:51])[CH3:50], predict the reaction product. The product is: [C:49]([O:53][C:54](=[O:90])[N:55]([CH2:56][C:57]1[CH:58]=[N:59][CH:60]=[C:61]([C:64]2[CH:65]=[C:66]3[C:70](=[CH:71][CH:72]=2)[N:69]([CH:73]2[CH2:78][CH2:77][CH2:76][CH2:75][O:74]2)[N:68]=[C:67]3[C:79]2[NH:83][C:82]([CH2:84][CH3:85])=[C:81]([CH2:87][CH3:86])[N:80]=2)[C:62]=1[CH3:63])[CH2:88][CH3:89])([CH3:51])([CH3:52])[CH3:50].